Dataset: Peptide-MHC class I binding affinity with 185,985 pairs from IEDB/IMGT. Task: Regression. Given a peptide amino acid sequence and an MHC pseudo amino acid sequence, predict their binding affinity value. This is MHC class I binding data. (1) The peptide sequence is QSIENEEKI. The MHC is H-2-Db with pseudo-sequence H-2-Db. The binding affinity (normalized) is 0.607. (2) The peptide sequence is QRHPNFPSK. The MHC is HLA-B08:03 with pseudo-sequence HLA-B08:03. The binding affinity (normalized) is 0.0847. (3) The peptide sequence is ILMWEAVTL. The MHC is HLA-A02:01 with pseudo-sequence HLA-A02:01. The binding affinity (normalized) is 0.372. (4) The peptide sequence is RVMPVFAFK. The MHC is HLA-A26:02 with pseudo-sequence HLA-A26:02. The binding affinity (normalized) is 0.0847.